From a dataset of Forward reaction prediction with 1.9M reactions from USPTO patents (1976-2016). Predict the product of the given reaction. (1) Given the reactants [N:1]1([C:8]([O:10][C:11]([CH3:14])([CH3:13])[CH3:12])=[O:9])[CH2:7][CH2:6][CH2:5][NH:4][CH2:3][CH2:2]1.[C:15]1(=O)[CH2:18][CH2:17][CH2:16]1.C(O[BH-](OC(=O)C)OC(=O)C)(=O)C.[Na+], predict the reaction product. The product is: [CH:15]1([N:4]2[CH2:5][CH2:6][CH2:7][N:1]([C:8]([O:10][C:11]([CH3:14])([CH3:13])[CH3:12])=[O:9])[CH2:2][CH2:3]2)[CH2:18][CH2:17][CH2:16]1. (2) The product is: [CH2:1]([O:3][C:4](=[O:30])[CH2:5][CH2:6][C:7]1[N:8]=[C:9]([NH:12][C:13]([NH:15][C:16]2[CH:21]=[CH:20][C:19]([CH3:22])=[CH:18][C:17]=2[C:23]([CH:25]2[CH2:29][CH2:28][CH2:27][CH2:26]2)=[O:24])=[O:14])[S:10][CH:11]=1)[CH3:2]. Given the reactants [CH2:1]([O:3][C:4](=[O:30])[CH:5]=[CH:6][C:7]1[N:8]=[C:9]([NH:12][C:13]([NH:15][C:16]2[CH:21]=[CH:20][C:19]([CH3:22])=[CH:18][C:17]=2[C:23]([CH:25]2[CH2:29][CH2:28][CH2:27][CH2:26]2)=[O:24])=[O:14])[S:10][CH:11]=1)[CH3:2], predict the reaction product.